From a dataset of Reaction yield outcomes from USPTO patents with 853,638 reactions. Predict the reaction yield, written as a fraction of the theoretical maximum amount of product (1.0 means a 100% yield; for example, 0.34 means a 34% yield). (1) The reactants are [Cl:1][C:2]1[CH:3]=[C:4]2[C:8](=[CH:9][CH:10]=1)[NH:7][C:6]([C:11]([NH:13][C@@H:14]1[CH2:22][C:21]3[C:16](=[CH:17][CH:18]=[CH:19][CH:20]=3)[C@H:15]1[N:23]([CH3:29])[C:24]([C@@H]1CO1)=[O:25])=[O:12])=[CH:5]2.[CH3:30][O-:31].[Na+].[C:33]([OH:36])(=O)[CH3:34]. No catalyst specified. The product is [Cl:1][C:2]1[CH:3]=[C:4]2[C:8](=[CH:9][CH:10]=1)[NH:7][C:6]([C:11]([NH:13][C@@H:14]1[CH2:22][C:21]3[C:16](=[CH:17][CH:18]=[CH:19][CH:20]=3)[C@H:15]1[N:23]([C:24](=[O:25])[C@@H:33]([OH:36])[CH2:34][O:31][CH3:30])[CH3:29])=[O:12])=[CH:5]2. The yield is 0.350. (2) The reactants are [Cl:1][C:2]1[C:3]([O:12][C:13]2[CH:18]=[C:17]([O:19][CH2:20][CH2:21][O:22][CH3:23])[CH:16]=[CH:15][C:14]=2/[CH:24]=[CH:25]/[C:26](O)=[O:27])=[N:4][CH:5]=[C:6]([C:8]([F:11])([F:10])[F:9])[CH:7]=1.Cl.C(N=C=NCCCN(C)C)C.[F:41][C:42]([F:48])([F:47])[S:43]([NH2:46])(=[O:45])=[O:44].Cl. The catalyst is C(#N)C.CN(C)C1C=CN=CC=1.C(OCC)(=O)C. The product is [Cl:1][C:2]1[C:3]([O:12][C:13]2[CH:18]=[C:17]([O:19][CH2:20][CH2:21][O:22][CH3:23])[CH:16]=[CH:15][C:14]=2/[CH:24]=[CH:25]/[C:26]([NH:46][S:43]([C:42]([F:48])([F:47])[F:41])(=[O:45])=[O:44])=[O:27])=[N:4][CH:5]=[C:6]([C:8]([F:10])([F:9])[F:11])[CH:7]=1. The yield is 0.390. (3) The yield is 0.200. The reactants are Br[C:2]1[CH:23]=[CH:22][C:5]([C:6]([NH:8][S:9]([C:12]2[CH:17]=[CH:16][CH:15]=[CH:14][C:13]=2[S:18](=[O:21])(=[O:20])[NH2:19])(=[O:11])=[O:10])=[O:7])=[CH:4][CH:3]=1.[CH3:24][C:25]([OH:29])([C:27]#[CH:28])[CH3:26].C(N(CC)CC)C. The catalyst is C1COCC1.[Cu]I.C1C=CC([P]([Pd]([P](C2C=CC=CC=2)(C2C=CC=CC=2)C2C=CC=CC=2)([P](C2C=CC=CC=2)(C2C=CC=CC=2)C2C=CC=CC=2)[P](C2C=CC=CC=2)(C2C=CC=CC=2)C2C=CC=CC=2)(C2C=CC=CC=2)C2C=CC=CC=2)=CC=1. The product is [OH:29][C:25]([CH3:26])([CH3:24])[C:27]#[C:28][C:2]1[CH:23]=[CH:22][C:5]([C:6]([NH:8][S:9]([C:12]2[CH:17]=[CH:16][CH:15]=[CH:14][C:13]=2[S:18](=[O:21])(=[O:20])[NH2:19])(=[O:11])=[O:10])=[O:7])=[CH:4][CH:3]=1. (4) The reactants are [F:1][C:2]1[CH:27]=[CH:26][C:5]([O:6][C:7]2[CH:12]=[CH:11][CH:10]=[CH:9][C:8]=2[NH:13][C:14]([C:16]2[CH:25]=[CH:24][C:19]([C:20]([O:22][CH3:23])=[O:21])=[CH:18][CH:17]=2)=O)=[C:4]([O:28][CH3:29])[CH:3]=1. The catalyst is ClCCl.O. The product is [F:1][C:2]1[CH:3]=[C:4]([O:28][CH3:29])[C:5]2[O:6][C:7]3[CH:12]=[CH:11][CH:10]=[CH:9][C:8]=3[N:13]=[C:14]([C:16]3[CH:25]=[CH:24][C:19]([C:20]([O:22][CH3:23])=[O:21])=[CH:18][CH:17]=3)[C:26]=2[CH:27]=1. The yield is 0.0650. (5) The product is [NH2:8][CH2:9][CH2:10][CH2:11][C:12]1[CH:13]=[C:14]([NH:17][C:18]2[C:27]3[C:22](=[CH:23][CH:24]=[CH:25][CH:26]=3)[N:21]=[C:20]([C:28]3[CH:33]=[CH:32][CH:31]=[CH:30][CH:29]=3)[N:19]=2)[NH:15][N:16]=1. The reactants are C(OC([NH:8][CH2:9][CH2:10][CH2:11][C:12]1[CH:13]=[C:14]([NH:17][C:18]2[C:27]3[C:22](=[CH:23][CH:24]=[CH:25][CH:26]=3)[N:21]=[C:20]([C:28]3[CH:33]=[CH:32][CH:31]=[CH:30][CH:29]=3)[N:19]=2)[NH:15][N:16]=1)=O)(C)(C)C.C(O)(C(F)(F)F)=O. The yield is 0.630. The catalyst is ClCCl. (6) The reactants are [N:1]([C@H:4]1[CH2:9][C@H:8]([O:10][C:11](=[O:18])[C:12]2[CH:17]=[CH:16][CH:15]=[CH:14][CH:13]=2)[CH2:7][N:6]([C:19]([O:21][CH2:22][C:23]2[CH:28]=[CH:27][CH:26]=[CH:25][CH:24]=2)=[O:20])[CH2:5]1)=[N+]=[N-].CP(C)C.[C:33](O[C:33]([O:35][C:36]([CH3:39])([CH3:38])[CH3:37])=[O:34])([O:35][C:36]([CH3:39])([CH3:38])[CH3:37])=[O:34]. The catalyst is N1C=CC=CC=1.[OH-].[NH4+].C(O)C.C1COCC1.CCOC(C)=O. The product is [C:11]([O:10][C@H:8]1[CH2:9][C@H:4]([NH:1][C:33]([O:35][C:36]([CH3:39])([CH3:38])[CH3:37])=[O:34])[CH2:5][N:6]([C:19]([O:21][CH2:22][C:23]2[CH:28]=[CH:27][CH:26]=[CH:25][CH:24]=2)=[O:20])[CH2:7]1)(=[O:18])[C:12]1[CH:17]=[CH:16][CH:15]=[CH:14][CH:13]=1. The yield is 0.920. (7) The reactants are Cl.[CH3:2][O:3][C:4](=[O:9])[C:5]([NH2:8])(C)[CH3:6].C[C:11]1[CH:16]=[CH:15][CH:14]=[CH:13][C:12]=1[S:17](Cl)(=[O:19])=[O:18].[CH2:21](N(CC)CC)C.O. The catalyst is C(Cl)Cl. The product is [CH3:2][O:3][C:4](=[O:9])[CH:5]([N:8]([CH3:21])[S:17]([C:12]1[CH:13]=[CH:14][CH:15]=[CH:16][CH:11]=1)(=[O:19])=[O:18])[CH3:6]. The yield is 0.900.